This data is from Full USPTO retrosynthesis dataset with 1.9M reactions from patents (1976-2016). The task is: Predict the reactants needed to synthesize the given product. (1) Given the product [CH2:1]([O:3][C:4]1[CH:9]=[CH:8][C:7]([F:10])=[CH:6][C:5]=1[C:11]1[C:12]2[CH:19]=[C:18]([C:20]3[CH2:21][CH2:22][NH:23][CH2:24][CH:25]=3)[NH:17][C:13]=2[N:14]=[CH:15][N:16]=1)[CH3:2], predict the reactants needed to synthesize it. The reactants are: [CH2:1]([O:3][C:4]1[CH:9]=[CH:8][C:7]([F:10])=[CH:6][C:5]=1[C:11]1[C:12]2[CH:19]=[C:18]([C:20]3[CH2:21][CH2:22][N:23](C(OC(C)(C)C)=O)[CH2:24][CH:25]=3)[NH:17][C:13]=2[N:14]=[CH:15][N:16]=1)[CH3:2].FC(F)(F)C(O)=O. (2) Given the product [NH:10]1[C:11]2[C:12](=[C:13]3[C:18](=[C:19]4[CH:24]=[CH:23][CH:22]=[CH:21][C:20]4=2)[N:17]=[CH:16][CH:15]=[CH:14]3)[N:25]=[C:9]1[C:3]1[C:36]([C:35]#[N:29])=[CH:5][CH:6]=[CH:7][C:2]=1[C:26]#[N:27], predict the reactants needed to synthesize it. The reactants are: Br[C:2]1[CH:7]=[CH:6][CH:5]=C(Br)[C:3]=1[C:9]1[NH:10][C:11]2[C:12]([N:25]=1)=[C:13]1[C:18](=[C:19]3[CH:24]=[CH:23][CH:22]=[CH:21][C:20]=23)[N:17]=[CH:16][CH:15]=[CH:14]1.[C:26]([Cu])#[N:27].[NH4+:29].[OH-].C(O[CH2:35][CH3:36])(=O)C. (3) Given the product [Cl:49][C:50]1[CH:65]=[CH:64][C:53]2[NH:54][C:55]([CH:57]([NH:63][C:5](=[O:7])[C:4]3[CH:8]=[CH:9][C:10]([C:11]([N:13]4[CH2:17][CH2:16][CH2:15][CH2:14]4)=[O:12])=[C:2]([CH3:1])[CH:3]=3)[C:58]([O:61][CH3:62])([CH3:60])[CH3:59])=[N:56][C:52]=2[CH:51]=1, predict the reactants needed to synthesize it. The reactants are: [CH3:1][C:2]1[CH:3]=[C:4]([CH:8]=[CH:9][C:10]=1[C:11]([N:13]1[CH2:17][CH2:16][CH2:15][CH2:14]1)=[O:12])[C:5]([OH:7])=O.CN(C(ON1N=NC2C=CC=CC1=2)=[N+](C)C)C.[B-](F)(F)(F)F.C(N(C(C)C)CC)(C)C.[Cl:49][C:50]1[CH:65]=[CH:64][C:53]2[NH:54][C:55]([CH:57]([NH2:63])[C:58]([O:61][CH3:62])([CH3:60])[CH3:59])=[N:56][C:52]=2[CH:51]=1.ClCl. (4) Given the product [Cl:9][CH:10]([C:11]1[NH:1][C:2]2=[N:3][CH:4]=[CH:5][CH:6]=[C:7]2[N:8]=1)[CH2:14][CH3:15], predict the reactants needed to synthesize it. The reactants are: [NH2:1][C:2]1[C:7]([NH2:8])=[CH:6][CH:5]=[CH:4][N:3]=1.[Cl:9][CH:10]([CH2:14][CH3:15])[C:11](O)=O.C. (5) Given the product [Br:10][C:7]1[CH:8]=[CH:9][N:4]2[N:3]=[C:2]([N:16]([CH2:15][CH2:14][F:13])[CH3:17])[N:11]=[C:5]2[CH:6]=1, predict the reactants needed to synthesize it. The reactants are: Br[C:2]1[N:11]=[C:5]2[CH:6]=[C:7]([Br:10])[CH:8]=[CH:9][N:4]2[N:3]=1.Cl.[F:13][CH2:14][CH2:15][NH:16][CH3:17].C(N(C(C)C)CC)(C)C. (6) The reactants are: Cl[C:2]1[CH:7]=[C:6]([NH2:8])[CH:5]=[CH:4][N:3]=1.[CH2:9]([S:11](Cl)(=[O:13])=[O:12])[CH3:10].[CH3:15][N:16]1[CH:25]=[C:24](B2OC(C)(C)C(C)(C)O2)[C:23]2[C:18](=[CH:19][CH:20]=[C:21]([C:35]3[CH:36]=[N:37][N:38]([CH3:40])[CH:39]=3)[CH:22]=2)[C:17]1=[O:41]. Given the product [CH3:15][N:16]1[CH:25]=[C:24]([C:2]2[CH:7]=[C:6]([NH:8][S:11]([CH2:9][CH3:10])(=[O:13])=[O:12])[CH:5]=[CH:4][N:3]=2)[C:23]2[C:18](=[CH:19][CH:20]=[C:21]([C:35]3[CH:36]=[N:37][N:38]([CH3:40])[CH:39]=3)[CH:22]=2)[C:17]1=[O:41], predict the reactants needed to synthesize it. (7) Given the product [C:59]([O:63][C:64]([N:66]1[CH2:71][CH2:70][C:69]2[N:72]=[C:73]([NH:75][C:23]([C:22]3[C:16]4[NH:15][C:14]([NH:13][C:11]([C:3]5[N:2]=[CH:1][C:10]6[C:5]([CH:4]=5)=[CH:6][CH:7]=[CH:8][CH:9]=6)=[O:12])=[N:18][C:17]=4[CH:19]=[CH:20][CH:21]=3)=[O:24])[S:74][C:68]=2[CH2:67]1)=[O:65])([CH3:62])([CH3:60])[CH3:61], predict the reactants needed to synthesize it. The reactants are: [CH:1]1[C:10]2[C:5](=[CH:6][CH:7]=[CH:8][CH:9]=2)[CH:4]=[C:3]([C:11]([NH:13][C:14]2[NH:15][C:16]3[C:22]([C:23](O)=[O:24])=[CH:21][CH:20]=[CH:19][C:17]=3[N:18]=2)=[O:12])[N:2]=1.CN(C(ON1N=NC2C=CC=CC1=2)=[N+](C)C)C.F[P-](F)(F)(F)(F)F.CCN(C(C)C)C(C)C.[C:59]([O:63][C:64]([N:66]1[CH2:71][CH2:70][C:69]2[N:72]=[C:73]([NH2:75])[S:74][C:68]=2[CH2:67]1)=[O:65])([CH3:62])([CH3:61])[CH3:60]. (8) Given the product [CH:1]([O:4][C:5]([N:7]1[C:16]2[C:11](=[N:12][C:13]([C:17]([F:20])([F:19])[F:18])=[CH:14][CH:15]=2)[C@H:10]([N:21]([CH2:28][C:29]2[CH:34]=[C:33]([C:35]([F:36])([F:37])[F:38])[CH:32]=[C:31]([C:39]([F:42])([F:41])[F:40])[CH:30]=2)[C:22]2[CH:23]=[C:24]([CH3:25])[NH:61][N:60]=2)[CH2:9][C@@H:8]1[CH2:43][CH3:44])=[O:6])([CH3:2])[CH3:3], predict the reactants needed to synthesize it. The reactants are: [CH:1]([O:4][C:5]([N:7]1[C:16]2[C:11](=[N:12][C:13]([C:17]([F:20])([F:19])[F:18])=[CH:14][CH:15]=2)[C@H:10]([N:21]([CH2:28][C:29]2[CH:34]=[C:33]([C:35]([F:38])([F:37])[F:36])[CH:32]=[C:31]([C:39]([F:42])([F:41])[F:40])[CH:30]=2)[C:22](=O)[CH2:23][C:24](=O)[CH3:25])[CH2:9][C@@H:8]1[CH2:43][CH3:44])=[O:6])([CH3:3])[CH3:2].O=P12OP3(OP(OP(O3)(O1)=O)(=O)O2)=O.O.[NH2:60][NH2:61]. (9) Given the product [CH3:1][C:2]([CH3:16])([C@@H:3]([O:4][CH2:5][C:8]1[CH:9]=[CH:10][CH:11]=[CH:12][CH:13]=1)[CH:14]=[CH2:15])[CH2:7][OH:6], predict the reactants needed to synthesize it. The reactants are: [CH3:1][C:2]1([CH3:16])[CH2:7][O:6][CH:5]([C:8]2[CH:13]=[CH:12][CH:11]=[CH:10][CH:9]=2)[O:4][C@H:3]1[CH:14]=[CH2:15].[H-].C([Al+]CC(C)C)C(C)C.